Task: Regression. Given two drug SMILES strings and cell line genomic features, predict the synergy score measuring deviation from expected non-interaction effect.. Dataset: NCI-60 drug combinations with 297,098 pairs across 59 cell lines (1) Drug 1: CC1=C(C(=O)C2=C(C1=O)N3CC4C(C3(C2COC(=O)N)OC)N4)N. Drug 2: B(C(CC(C)C)NC(=O)C(CC1=CC=CC=C1)NC(=O)C2=NC=CN=C2)(O)O. Cell line: T-47D. Synergy scores: CSS=48.9, Synergy_ZIP=-3.83, Synergy_Bliss=-4.81, Synergy_Loewe=-14.1, Synergy_HSA=-2.57. (2) Drug 1: CCC1=CC2CC(C3=C(CN(C2)C1)C4=CC=CC=C4N3)(C5=C(C=C6C(=C5)C78CCN9C7C(C=CC9)(C(C(C8N6C)(C(=O)OC)O)OC(=O)C)CC)OC)C(=O)OC.C(C(C(=O)O)O)(C(=O)O)O. Drug 2: CC1=CC=C(C=C1)C2=CC(=NN2C3=CC=C(C=C3)S(=O)(=O)N)C(F)(F)F. Cell line: EKVX. Synergy scores: CSS=40.0, Synergy_ZIP=4.30, Synergy_Bliss=4.34, Synergy_Loewe=-0.212, Synergy_HSA=6.63. (3) Drug 2: CC1C(C(CC(O1)OC2CC(OC(C2O)C)OC3=CC4=CC5=C(C(=O)C(C(C5)C(C(=O)C(C(C)O)O)OC)OC6CC(C(C(O6)C)O)OC7CC(C(C(O7)C)O)OC8CC(C(C(O8)C)O)(C)O)C(=C4C(=C3C)O)O)O)O. Cell line: HOP-92. Synergy scores: CSS=43.5, Synergy_ZIP=-6.66, Synergy_Bliss=-4.01, Synergy_Loewe=-21.5, Synergy_HSA=0.283. Drug 1: C1CN1C2=NC(=NC(=N2)N3CC3)N4CC4.